Predict the reactants needed to synthesize the given product. From a dataset of Full USPTO retrosynthesis dataset with 1.9M reactions from patents (1976-2016). (1) Given the product [Br:1][C:2]1[CH:3]=[C:4]([C:9]([CH3:13])([CH3:12])[CH:10]([OH:11])[CH3:14])[CH:5]=[CH:6][C:7]=1[F:8], predict the reactants needed to synthesize it. The reactants are: [Br:1][C:2]1[CH:3]=[C:4]([C:9]([CH3:13])([CH3:12])[CH:10]=[O:11])[CH:5]=[CH:6][C:7]=1[F:8].[CH3:14][Mg+].[Br-]. (2) Given the product [NH:26]1[C:30]2[CH:31]=[CH:32][C:33]([NH:35][C:2]3[C:11]4=[N:12][NH:13][CH:14]=[C:10]4[C:9]4[CH:8]=[C:7]([O:24][CH3:25])[CH:6]=[CH:5][C:4]=4[N:3]=3)=[CH:34][C:29]=2[N:28]=[N:27]1, predict the reactants needed to synthesize it. The reactants are: Cl[C:2]1[C:11]2=[N:12][N:13](CC3C=CC(OC)=CC=3)[CH:14]=[C:10]2[C:9]2[CH:8]=[C:7]([O:24][CH3:25])[CH:6]=[CH:5][C:4]=2[N:3]=1.[NH:26]1[C:30]2[CH:31]=[CH:32][C:33]([NH2:35])=[CH:34][C:29]=2[N:28]=[N:27]1.Cl. (3) Given the product [CH2:17]([O:16][C:13]1[CH:14]=[CH:15][C:10]([CH2:9][OH:8])=[C:11]([OH:24])[CH:12]=1)[C:18]1[CH:19]=[CH:20][CH:21]=[CH:22][CH:23]=1, predict the reactants needed to synthesize it. The reactants are: [H-].[H-].[H-].[H-].[Li+].[Al+3].C[O:8][C:9](=O)[C:10]1[CH:15]=[CH:14][C:13]([O:16][CH2:17][C:18]2[CH:23]=[CH:22][CH:21]=[CH:20][CH:19]=2)=[CH:12][C:11]=1[OH:24].